Dataset: Full USPTO retrosynthesis dataset with 1.9M reactions from patents (1976-2016). Task: Predict the reactants needed to synthesize the given product. (1) Given the product [C:1]([O:5][C:6]([N:8]1[CH2:13][CH2:12][O:11][CH:10]([C:14]2[CH:15]=[CH:16][C:17]([O:20][C:22]3[CH:27]=[CH:26][CH:25]=[C:24]([CH3:28])[C:23]=3[CH3:29])=[CH:18][CH:19]=2)[CH2:9]1)=[O:7])([CH3:4])([CH3:2])[CH3:3], predict the reactants needed to synthesize it. The reactants are: [C:1]([O:5][C:6]([N:8]1[CH2:13][CH2:12][O:11][CH:10]([C:14]2[CH:19]=[CH:18][C:17]([OH:20])=[CH:16][CH:15]=2)[CH2:9]1)=[O:7])([CH3:4])([CH3:3])[CH3:2].I[C:22]1[CH:27]=[CH:26][CH:25]=[C:24]([CH3:28])[C:23]=1[CH3:29].N1C=CC=CC=1C(O)=O.[O-]P([O-])([O-])=O.[K+].[K+].[K+]. (2) Given the product [CH3:1][C:2]1[CH:3]=[C:4]2[C:12]3=[C:13]([O:15][CH2:16][CH:17]([C:18]4[CH:23]=[CH:22][CH:21]=[CH:20][CH:19]=4)[N:11]3[C:10]3[CH:9]=[CH:8][CH:7]=[C:6]([O:24][CH2:25][CH2:26][NH2:27])[C:5]2=3)[CH:14]=1, predict the reactants needed to synthesize it. The reactants are: [CH3:1][C:2]1[CH:3]=[C:4]2[C:12]3=[C:13]([O:15][CH2:16][CH:17]([C:18]4[CH:23]=[CH:22][CH:21]=[CH:20][CH:19]=4)[N:11]3[C:10]3[CH:9]=[CH:8][CH:7]=[C:6]([O:24][CH2:25][C:26]#[N:27])[C:5]2=3)[CH:14]=1.